This data is from Reaction yield outcomes from USPTO patents with 853,638 reactions. The task is: Predict the reaction yield, written as a fraction of the theoretical maximum amount of product (1.0 means a 100% yield; for example, 0.34 means a 34% yield). (1) The reactants are I[C:2]1[CH:7]=[CH:6][C:5]([CH3:8])=[CH:4][CH:3]=1.[CH3:9][C:10]1[CH:11]=[CH:12][C:13]([S:16]([NH2:19])(=[O:18])=[O:17])=[CH:14][CH:15]=1.C([O-])([O-])=O.[K+].[K+].CN[C@@H]1CCCC[C@H]1NC.[NH4+].[Cl-]. The catalyst is [Cu]I.CN(C)C=O. The product is [CH3:8][C:5]1[CH:6]=[CH:7][C:2]([NH:19][S:16]([C:13]2[CH:14]=[CH:15][C:10]([CH3:9])=[CH:11][CH:12]=2)(=[O:17])=[O:18])=[CH:3][CH:4]=1. The yield is 0.960. (2) The reactants are [CH3:1][O:2][C:3]1[CH:13]=[CH:12][C:6]([CH:7]=[CH:8][C:9](O)=[O:10])=[CH:5][CH:4]=1.N1C=CC=CC=1.O=S(Cl)[Cl:22]. The catalyst is C1(C)C=CC=CC=1. The product is [CH3:1][O:2][C:3]1[CH:13]=[CH:12][C:6]([CH:7]=[CH:8][C:9]([Cl:22])=[O:10])=[CH:5][CH:4]=1. The yield is 0.940. (3) The reactants are C(OC(=O)[NH:7][CH2:8][CH2:9][CH2:10][N:11]([CH:21]([C:24]1[N:25]([CH2:35][C:36]2[CH:41]=[CH:40][CH:39]=[CH:38][CH:37]=2)[C:26](=[O:34])[C:27]2[C:32]([CH3:33])=[N:31][S:30][C:28]=2[N:29]=1)[CH2:22][CH3:23])[C:12](=[O:20])[C:13]1[CH:18]=[CH:17][C:16]([Cl:19])=[CH:15][CH:14]=1)(C)(C)C.C(O)(C(F)(F)F)=O. The catalyst is C(Cl)Cl. The product is [NH2:7][CH2:8][CH2:9][CH2:10][N:11]([CH:21]([C:24]1[N:25]([CH2:35][C:36]2[CH:37]=[CH:38][CH:39]=[CH:40][CH:41]=2)[C:26](=[O:34])[C:27]2[C:32]([CH3:33])=[N:31][S:30][C:28]=2[N:29]=1)[CH2:22][CH3:23])[C:12](=[O:20])[C:13]1[CH:14]=[CH:15][C:16]([Cl:19])=[CH:17][CH:18]=1. The yield is 0.760. (4) The reactants are [CH3:1][O:2][C:3](=[O:12])[CH2:4][C:5]1[CH:10]=[CH:9][CH:8]=[CH:7][C:6]=1Br.C1(P(C2CCCCC2)C2C=CC=CC=2C2C(OC)=CC=CC=2OC)CCCCC1.P([O-])([O-])([O-])=O.[K+].[K+].[K+].[CH2:50]([C:52]([OH:84])([CH2:82][CH3:83])/[CH:53]=[CH:54]/[C:55]1[CH:60]=[CH:59][C:58]([C:61]([CH2:79][CH3:80])([C:64]2[CH:69]=[CH:68][C:67](B3OC(C)(C)C(C)(C)O3)=[CH:66][CH:65]=2)[CH2:62][CH3:63])=[CH:57][C:56]=1[CH3:81])[CH3:51].C(=O)(O)[O-].[Na+]. The catalyst is C1(C)C=CC=CC=1.C([O-])(=O)C.[Pd+2].C([O-])(=O)C.O. The product is [CH3:1][O:2][C:3](=[O:12])[CH2:4][C:5]1[CH:10]=[CH:9][CH:8]=[CH:7][C:6]=1[C:67]1[CH:66]=[CH:65][C:64]([C:61]([CH2:79][CH3:80])([C:58]2[CH:59]=[CH:60][C:55](/[CH:54]=[CH:53]/[C:52]([CH2:82][CH3:83])([OH:84])[CH2:50][CH3:51])=[C:56]([CH3:81])[CH:57]=2)[CH2:62][CH3:63])=[CH:69][CH:68]=1. The yield is 0.530. (5) The reactants are [Li][CH2:2][CH2:3][CH2:4][CH3:5].C1([S:12]([N:15]2[CH:19]=[CH:18][C:17]([CH3:20])=[N:16]2)(=[O:14])=[O:13])C=CC=CC=1.Cl[C:22]([Cl:28])(Cl)[C:23](Cl)(Cl)Cl.[NH4+].[Cl-:30]. The product is [Cl:30][C:19]1[N:15]([S:12]([C:23]2[CH:5]=[CH:4][CH:3]=[CH:2][C:22]=2[Cl:28])(=[O:13])=[O:14])[N:16]=[C:17]([CH3:20])[CH:18]=1. The catalyst is C1COCC1.O. The yield is 0.840. (6) The reactants are [Cl:1][C:2]1[CH:3]=[C:4]([CH:8]=[C:9]([O:11][C:12]([F:15])([F:14])[F:13])[CH:10]=1)[CH2:5][C:6]#N.[OH2:16].[OH-:17].[K+]. The catalyst is CC(O)C. The product is [Cl:1][C:2]1[CH:3]=[C:4]([CH2:5][C:6]([OH:17])=[O:16])[CH:8]=[C:9]([O:11][C:12]([F:15])([F:14])[F:13])[CH:10]=1. The yield is 0.760. (7) The reactants are [CH3:1][O:2][C:3](=[O:31])[CH:4]=[CH:5][C:6]1[CH:11]=[CH:10][C:9]([O:12][C:13]2[CH:18]=[CH:17][C:16]([CH:19]([NH:23][C:24]([O:26][C:27]([CH3:30])([CH3:29])[CH3:28])=[O:25])[C:20]([OH:22])=[O:21])=[CH:15][CH:14]=2)=[CH:8][CH:7]=1.[H][H]. The catalyst is [Ni].CO. The product is [CH3:1][O:2][C:3](=[O:31])[CH2:4][CH2:5][C:6]1[CH:7]=[CH:8][C:9]([O:12][C:13]2[CH:18]=[CH:17][C:16]([CH:19]([NH:23][C:24]([O:26][C:27]([CH3:29])([CH3:28])[CH3:30])=[O:25])[C:20]([OH:22])=[O:21])=[CH:15][CH:14]=2)=[CH:10][CH:11]=1. The yield is 0.750.